From a dataset of Catalyst prediction with 721,799 reactions and 888 catalyst types from USPTO. Predict which catalyst facilitates the given reaction. (1) The catalyst class is: 25. Product: [CH2:17]([O:16][C:42]1[CH:17]=[C:18]([CH:19]=[C:45]([O:46][CH2:6][CH2:1][CH2:2][CH2:3][CH2:4][CH2:20][CH2:21][CH2:22]/[CH:23]=[CH:24]\[CH2:25]/[CH:26]=[CH:27]\[CH2:4][CH2:3][CH2:2][CH2:1][CH3:6])[N:43]=1)[C:35]([O:36][CH2:6][CH2:1][CH2:2][CH2:3][CH2:4][CH2:6][CH2:1][CH2:2]/[CH:3]=[CH:4]\[CH2:6]/[CH:1]=[CH:2]\[CH2:3][CH2:4][CH2:30][CH2:29][CH3:28])=[O:38])[CH2:18][CH2:19][CH2:20][CH2:21][CH2:22][CH2:23][CH2:24]/[CH:25]=[CH:26]\[CH2:27]/[CH:28]=[CH:29]\[CH2:30][CH2:31][CH2:32][CH2:33][CH3:34]. Reactant: [CH:1]1[C:2](C(O)=O)=[CH:3][C:4](O)=N[C:6]=1O.S([O:16][CH2:17][CH2:18][CH2:19][CH2:20][CH2:21][CH2:22][CH2:23][CH2:24]/[CH:25]=[CH:26]\[CH2:27]/[CH:28]=[CH:29]\[CH2:30][CH2:31][CH2:32][CH2:33][CH3:34])(=O)(=O)C.[C:35](=[O:38])([O-])[O-:36].[K+].[K+].O.[CH3:42][N:43]([CH:45]=[O:46])C. (2) Reactant: [F:1][C:2]1([F:18])[CH2:6][CH2:5][C@@H:4]([NH:7][C@H:8]([CH2:16][CH3:17])[C:9]([O:11][C:12](C)(C)C)=[O:10])[CH2:3]1.Cl. Product: [F:1][C:2]1([F:18])[CH2:6][CH2:5][C@@H:4]([NH:7][C@H:8]([CH2:16][CH3:17])[C:9]([O:11][CH3:12])=[O:10])[CH2:3]1. The catalyst class is: 5.